Dataset: Forward reaction prediction with 1.9M reactions from USPTO patents (1976-2016). Task: Predict the product of the given reaction. (1) Given the reactants [F:1][C:2]([F:22])([F:21])[S:3][C:4]1[CH:20]=[CH:19][C:7]([CH2:8][O:9][CH2:10][C:11]2[O:15][N:14]=[C:13]([C:16]([OH:18])=O)[CH:12]=2)=[CH:6][CH:5]=1.C(N(CC)CC)C.Cl.C(N=C=NCCCN(C)C)C.ON1C2C=CC=CC=2N=N1.[O:52]1[CH2:57][CH2:56][CH:55]([CH2:58][NH2:59])[CH2:54][CH2:53]1, predict the reaction product. The product is: [O:52]1[CH2:57][CH2:56][CH:55]([CH2:58][NH:59][C:16]([C:13]2[CH:12]=[C:11]([CH2:10][O:9][CH2:8][C:7]3[CH:6]=[CH:5][C:4]([S:3][C:2]([F:1])([F:22])[F:21])=[CH:20][CH:19]=3)[O:15][N:14]=2)=[O:18])[CH2:54][CH2:53]1. (2) Given the reactants [F:1][C:2]1[CH:10]=[CH:9][C:8]([CH2:11][C:12]2[C:21]3[CH2:20][CH2:19][CH2:18][CH2:17][C:16]=3[C:15](=[O:22])[NH:14][N:13]=2)=[CH:7][C:3]=1[C:4]([OH:6])=O.Cl.[CH3:24][O:25][CH2:26][CH2:27][O:28][CH:29]1[CH2:34][CH2:33][NH:32][CH2:31][CH2:30]1.C(N(CC)CC)C.F[P-](F)(F)(F)(F)F.N1(OC(N(C)C)=[N+](C)C)C2C=CC=CC=2N=N1, predict the reaction product. The product is: [F:1][C:2]1[CH:10]=[CH:9][C:8]([CH2:11][C:12]2[C:21]3[CH2:20][CH2:19][CH2:18][CH2:17][C:16]=3[C:15](=[O:22])[NH:14][N:13]=2)=[CH:7][C:3]=1[C:4]([N:32]1[CH2:33][CH2:34][CH:29]([O:28][CH2:27][CH2:26][O:25][CH3:24])[CH2:30][CH2:31]1)=[O:6].